This data is from Forward reaction prediction with 1.9M reactions from USPTO patents (1976-2016). The task is: Predict the product of the given reaction. Given the reactants Cl[C:2]1[CH:17]=[C:6]2[C:7]3[C:12]([CH2:13][CH2:14][N:5]2[C:4](=[O:18])[N:3]=1)=[CH:11][C:10]([O:15][CH3:16])=[CH:9][CH:8]=3.[Br:19][C:20]1[CH:26]=[CH:25][CH:24]=[C:23]([F:27])[C:21]=1[NH2:22], predict the reaction product. The product is: [Br:19][C:20]1[CH:26]=[CH:25][CH:24]=[C:23]([F:27])[C:21]=1[NH:22][C:2]1[CH:17]=[C:6]2[C:7]3[C:12]([CH2:13][CH2:14][N:5]2[C:4](=[O:18])[N:3]=1)=[CH:11][C:10]([O:15][CH3:16])=[CH:9][CH:8]=3.